Dataset: Blood-brain barrier penetration binary classification data from Martins et al.. Task: Regression/Classification. Given a drug SMILES string, predict its absorption, distribution, metabolism, or excretion properties. Task type varies by dataset: regression for continuous measurements (e.g., permeability, clearance, half-life) or binary classification for categorical outcomes (e.g., BBB penetration, CYP inhibition). Dataset: bbb_martins. (1) The result is 1 (penetrates BBB). The molecule is O=C1NCN(c2ccccc2)C12CCN(CCCOc1ccc(F)cc1)CC2. (2) The compound is Cc1ccccc1-n1c(C)nc2ccccc2c1=O. The result is 1 (penetrates BBB). (3) The drug is C[C@H]1C[C@H]2[C@@H]3CCC4=CC(=O)C=C[C@]4(C)[C@H]3C(=O)C[C@]2(C)[C@@]1(O)C(=O)CO. The result is 1 (penetrates BBB). (4) The compound is FC(F)(F)c1ccc2c(c1)N(CCCN1CCN(CCC3OCCCO3)CC1)c1ccccc1S2.O=C(O)CCC(=O)O. The result is 1 (penetrates BBB). (5) The molecule is CC(Cc1ccccc1)(NC(=O)CN)c1ccccc1. The result is 1 (penetrates BBB). (6) The compound is COC1=CC=C2[C@H]3Cc4ccc(OC)c5c4[C@@]2(CCN3C)[C@H]1O5. The result is 1 (penetrates BBB). (7) The drug is CCC1(CC)C(=O)NC(=O)NC1=O. The result is 1 (penetrates BBB). (8) The compound is CCCN1C[C@H](CSC)C[C@@H]2c3cccc4[nH]cc(c34)C[C@H]21. The result is 1 (penetrates BBB). (9) The molecule is CN(C)CCCN1c2ccccc2C(c2ccccc2)=Nc2cccnc21. The result is 1 (penetrates BBB).